Dataset: NCI-60 drug combinations with 297,098 pairs across 59 cell lines. Task: Regression. Given two drug SMILES strings and cell line genomic features, predict the synergy score measuring deviation from expected non-interaction effect. (1) Drug 1: CC1=C(C=C(C=C1)C(=O)NC2=CC(=CC(=C2)C(F)(F)F)N3C=C(N=C3)C)NC4=NC=CC(=N4)C5=CN=CC=C5. Drug 2: CC1CCCC2(C(O2)CC(NC(=O)CC(C(C(=O)C(C1O)C)(C)C)O)C(=CC3=CSC(=N3)C)C)C. Cell line: SNB-19. Synergy scores: CSS=35.7, Synergy_ZIP=3.28, Synergy_Bliss=1.55, Synergy_Loewe=-24.0, Synergy_HSA=-1.74. (2) Drug 1: CCC(=C(C1=CC=CC=C1)C2=CC=C(C=C2)OCCN(C)C)C3=CC=CC=C3.C(C(=O)O)C(CC(=O)O)(C(=O)O)O. Drug 2: CC(C)NC(=O)C1=CC=C(C=C1)CNNC.Cl. Cell line: EKVX. Synergy scores: CSS=4.69, Synergy_ZIP=-2.12, Synergy_Bliss=-1.07, Synergy_Loewe=-2.22, Synergy_HSA=-0.832. (3) Drug 1: C1=NC2=C(N=C(N=C2N1C3C(C(C(O3)CO)O)O)F)N. Drug 2: COCCOC1=C(C=C2C(=C1)C(=NC=N2)NC3=CC=CC(=C3)C#C)OCCOC.Cl. Cell line: UACC-257. Synergy scores: CSS=-2.89, Synergy_ZIP=1.08, Synergy_Bliss=-0.560, Synergy_Loewe=-0.706, Synergy_HSA=-1.77. (4) Drug 1: CC(CN1CC(=O)NC(=O)C1)N2CC(=O)NC(=O)C2. Drug 2: C1=CC(=CC=C1CCCC(=O)O)N(CCCl)CCCl. Cell line: KM12. Synergy scores: CSS=23.3, Synergy_ZIP=-8.94, Synergy_Bliss=-4.14, Synergy_Loewe=-1.87, Synergy_HSA=1.37. (5) Drug 1: CN1C2=C(C=C(C=C2)N(CCCl)CCCl)N=C1CCCC(=O)O.Cl. Drug 2: COC1=C2C(=CC3=C1OC=C3)C=CC(=O)O2. Cell line: IGROV1. Synergy scores: CSS=0.712, Synergy_ZIP=-0.359, Synergy_Bliss=0.433, Synergy_Loewe=0.390, Synergy_HSA=0.399. (6) Drug 1: C1=NC2=C(N=C(N=C2N1C3C(C(C(O3)CO)O)F)Cl)N. Drug 2: COCCOC1=C(C=C2C(=C1)C(=NC=N2)NC3=CC=CC(=C3)C#C)OCCOC.Cl. Cell line: T-47D. Synergy scores: CSS=2.74, Synergy_ZIP=-1.34, Synergy_Bliss=1.74, Synergy_Loewe=-2.26, Synergy_HSA=-1.96. (7) Drug 1: CC1=C(C(CCC1)(C)C)C=CC(=CC=CC(=CC(=O)O)C)C. Drug 2: CCC(=C(C1=CC=CC=C1)C2=CC=C(C=C2)OCCN(C)C)C3=CC=CC=C3.C(C(=O)O)C(CC(=O)O)(C(=O)O)O. Cell line: SN12C. Synergy scores: CSS=6.18, Synergy_ZIP=-2.61, Synergy_Bliss=1.54, Synergy_Loewe=-2.09, Synergy_HSA=0.924. (8) Drug 1: CCN(CC)CCNC(=O)C1=C(NC(=C1C)C=C2C3=C(C=CC(=C3)F)NC2=O)C. Synergy scores: CSS=59.3, Synergy_ZIP=1.85, Synergy_Bliss=1.48, Synergy_Loewe=-0.236, Synergy_HSA=7.21. Drug 2: CC(C)(C1=NC(=CC=C1)N2C3=NC(=NC=C3C(=O)N2CC=C)NC4=CC=C(C=C4)N5CCN(CC5)C)O. Cell line: SK-OV-3.